This data is from Full USPTO retrosynthesis dataset with 1.9M reactions from patents (1976-2016). The task is: Predict the reactants needed to synthesize the given product. (1) Given the product [CH2:1]([O:3][C:4](=[O:14])[C:5]1[CH:10]=[C:9]([Br:11])[C:8]([CH3:12])=[CH:7][C:6]=1[N:13]([C:20]([O:19][C:15]([CH3:18])([CH3:17])[CH3:16])=[O:21])[C:20]([O:19][C:15]([CH3:18])([CH3:17])[CH3:16])=[O:21])[CH3:2], predict the reactants needed to synthesize it. The reactants are: [CH2:1]([O:3][C:4](=[O:14])[C:5]1[CH:10]=[C:9]([Br:11])[C:8]([CH3:12])=[CH:7][C:6]=1[NH2:13])[CH3:2].[C:15]([O:19][C:20](N([C:20]([O:19][C:15]([CH3:18])([CH3:17])[CH3:16])=[O:21])C1C(Br)=CC(C(F)(F)F)=C(Cl)C=1)=[O:21])([CH3:18])([CH3:17])[CH3:16]. (2) Given the product [Cl:1][C:2]1[C:3]([N:13]2[CH2:14][CH2:15][CH:16]([C:19]([NH:52][S:49]([C:43]3[CH:48]=[CH:47][CH:46]=[CH:45][CH:44]=3)(=[O:51])=[O:50])=[O:21])[CH2:17][CH2:18]2)=[N:4][CH:5]=[C:6]([CH:7]=1)[C:8]([O:10][CH2:11][CH3:12])=[O:9], predict the reactants needed to synthesize it. The reactants are: [Cl:1][C:2]1[C:3]([N:13]2[CH2:18][CH2:17][CH:16]([C:19]([OH:21])=O)[CH2:15][CH2:14]2)=[N:4][CH:5]=[C:6]([C:8]([O:10][CH2:11][CH3:12])=[O:9])[CH:7]=1.CCN=C=NCCCN(C)C.C1C=CC2N(O)N=NC=2C=1.[C:43]1([S:49]([NH2:52])(=[O:51])=[O:50])[CH:48]=[CH:47][CH:46]=[CH:45][CH:44]=1.CCN(C(C)C)C(C)C. (3) The reactants are: [Cl:1][C:2]1[N:7]2[N:8]=[C:9]([C:25]3[CH:30]=[CH:29][C:28]([F:31])=[CH:27][CH:26]=3)[C:10]([C:11]3[CH:16]=[C:15]([CH2:17]I)[N:14]=[C:13]([NH:19][CH:20]4[CH2:24][CH2:23][CH2:22][CH2:21]4)[N:12]=3)=[C:6]2[CH:5]=[CH:4][CH:3]=1.[CH3:32][NH:33][CH3:34]. Given the product [Cl:1][C:2]1[N:7]2[N:8]=[C:9]([C:25]3[CH:30]=[CH:29][C:28]([F:31])=[CH:27][CH:26]=3)[C:10]([C:11]3[CH:16]=[C:15]([CH2:17][N:33]([CH3:34])[CH3:32])[N:14]=[C:13]([NH:19][CH:20]4[CH2:24][CH2:23][CH2:22][CH2:21]4)[N:12]=3)=[C:6]2[CH:5]=[CH:4][CH:3]=1, predict the reactants needed to synthesize it. (4) Given the product [N+:1]([C:4]1[C:13]2[C:8](=[CH:9][CH:10]=[CH:11][CH:12]=2)[C:7]([N:14]=[C:15]2[N:19]([CH2:24][CH:25]([CH3:27])[CH3:26])[C@@H:18]([CH2:20][CH:21]([CH3:23])[CH3:22])[CH2:17][S:16]2)=[CH:6][CH:5]=1)([O-:3])=[O:2], predict the reactants needed to synthesize it. The reactants are: [N+:1]([C:4]1[C:13]2[C:8](=[CH:9][CH:10]=[CH:11][CH:12]=2)[C:7]([N:14]=[C:15]2[NH:19][C@@H:18]([CH2:20][CH:21]([CH3:23])[CH3:22])[CH2:17][S:16]2)=[CH:6][CH:5]=1)([O-:3])=[O:2].[CH2:24](Br)[CH:25]([CH3:27])[CH3:26].